From a dataset of Full USPTO retrosynthesis dataset with 1.9M reactions from patents (1976-2016). Predict the reactants needed to synthesize the given product. (1) Given the product [CH:2]1[CH:4]=[C:24]2[C:21]([CH2:20][C@@:10]([OH:34])([C:11]([OH:13])=[O:12])[CH2:9][C@H:8]([NH2:7])[C:14]([OH:16])=[O:15])=[CH:22][NH:23][C:18]2=[CH:19][CH:1]=1, predict the reactants needed to synthesize it. The reactants are: [C:1]([O-])(=O)[C:2]([CH3:4])=O.[NH2:7][C@H:8]([C:14]([O-:16])=[O:15])[CH2:9][CH2:10][C:11]([O-:13])=[O:12].C[C:18]1[N:23]=[CH:22][C:21]([CH2:24]OP(O)(O)=O)=[C:20](C=O)[C:19]=1O.P([O-])([O-])([O-])=[O:34].[K+].[K+].[K+]. (2) Given the product [C:1]([O:5][C:6](=[O:7])[C:8]([S:11][C:12]1[S:13][CH:14]=[C:15]([C:17]([N:44]([O:45][CH3:46])[CH3:43])=[O:19])[N:16]=1)([CH3:9])[CH3:10])([CH3:2])([CH3:3])[CH3:4], predict the reactants needed to synthesize it. The reactants are: [C:1]([O:5][C:6]([C:8]([S:11][C:12]1[S:13][CH:14]=[C:15]([C:17]([OH:19])=O)[N:16]=1)([CH3:10])[CH3:9])=[O:7])([CH3:4])([CH3:3])[CH3:2].Cl.C(N=C=NCCCN(C)C)C.ON1C2C=CC=CC=2N=N1.Cl.[CH3:43][NH:44][O:45][CH3:46].C(=O)([O-])[O-].[K+].[K+]. (3) Given the product [NH2:11][CH:9]1[C:10]2[N:1]=[CH:2][CH:3]=[CH:4][C:5]=2[CH2:6][CH2:7][CH2:8]1, predict the reactants needed to synthesize it. The reactants are: [N:1]1[C:10]2[C:9](=[N:11]O)[CH2:8][CH2:7][CH2:6][C:5]=2[CH:4]=[CH:3][CH:2]=1. (4) Given the product [CH2:5]([O:7][P:8]([CH2:13][CH2:14][CH2:15][NH:18][OH:1])(=[O:12])[O:9][CH2:10][CH3:11])[CH3:6], predict the reactants needed to synthesize it. The reactants are: [OH-:1].[Na+].CO.[CH2:5]([O:7][P:8]([CH2:13][CH2:14][CH2:15]Br)(=[O:12])[O:9][CH2:10][CH3:11])[CH3:6].Cl.[NH2:18]O. (5) Given the product [F:28][C:26]1[CH:25]=[CH:24][C:23]([S:29]([CH3:32])(=[O:30])=[O:31])=[C:22]([C:20]2[N:19]=[C:18]([N:33]3[CH2:38][CH2:37][O:36][CH2:35][C@@H:34]3[CH3:39])[N:17]=[C:16]([C:13]3[CH:14]=[CH:15][C:10]([NH:9][C:8]([NH:41][C@H:42]4[CH2:46][CH2:45][CH2:44][C@@H:43]4[OH:47])=[O:40])=[CH:11][CH:12]=3)[CH:21]=2)[CH:27]=1, predict the reactants needed to synthesize it. The reactants are: C1(O[C:8](=[O:40])[NH:9][C:10]2[CH:15]=[CH:14][C:13]([C:16]3[CH:21]=[C:20]([C:22]4[CH:27]=[C:26]([F:28])[CH:25]=[CH:24][C:23]=4[S:29]([CH3:32])(=[O:31])=[O:30])[N:19]=[C:18]([N:33]4[CH2:38][CH2:37][O:36][CH2:35][C@@H:34]4[CH3:39])[N:17]=3)=[CH:12][CH:11]=2)C=CC=CC=1.[NH2:41][C@H:42]1[CH2:46][CH2:45][CH2:44][C@@H:43]1[OH:47]. (6) Given the product [NH:20]1[CH2:24][CH2:23][C@H:22]([N:25]([CH:31]2[CH2:36][CH2:35][CH2:34][CH2:33][CH2:32]2)[CH2:26][C:27]([O:29][CH3:30])=[O:28])[CH2:21]1, predict the reactants needed to synthesize it. The reactants are: CC1(C)CCC(=O)CC1.C([N:20]1[CH2:24][CH2:23][C@H:22]([N:25]([CH:31]2[CH2:36][CH2:35][CH2:34][CH2:33][CH2:32]2)[CH2:26][C:27]([O:29][CH3:30])=[O:28])[CH2:21]1)(OCC1C=CC=CC=1)=O. (7) Given the product [CH3:1][O:2][C:3]1[CH:4]=[CH:5][C:6]([N:9]2[C:13]3=[C:14]4[C:18](=[CH:19][CH:20]=[C:12]3[C:11]([C:21]([NH:27][NH2:28])=[O:23])=[N:10]2)[NH:17][N:16]=[CH:15]4)=[CH:7][CH:8]=1, predict the reactants needed to synthesize it. The reactants are: [CH3:1][O:2][C:3]1[CH:8]=[CH:7][C:6]([N:9]2[C:13]3=[C:14]4[C:18](=[CH:19][CH:20]=[C:12]3[C:11]([C:21]([O:23]CC)=O)=[N:10]2)[NH:17][N:16]=[CH:15]4)=[CH:5][CH:4]=1.O.[NH2:27][NH2:28]. (8) Given the product [CH3:1][C:2]([CH3:25])([CH2:17][O:18][CH:19]1[CH2:24][CH2:23][CH2:22][CH2:21][O:20]1)[CH2:3][CH2:4][CH2:5][NH2:6], predict the reactants needed to synthesize it. The reactants are: [CH3:1][C:2]([CH3:25])([CH2:17][O:18][CH:19]1[CH2:24][CH2:23][CH2:22][CH2:21][O:20]1)[CH2:3][CH2:4][CH2:5][N:6]1C(=O)C2C(=CC=CC=2)C1=O.NN.O.CCOC(C)=O. (9) Given the product [Cl:27][C:4]1[CH:5]=[C:6]([CH2:8][NH:9][C:10]([NH2:26])=[N:11][C:12](=[O:25])[CH2:13][C:14]2[C:22]3[C:17](=[CH:18][CH:19]=[C:20]([O:23][CH3:24])[CH:21]=3)[NH:16][CH:15]=2)[CH:7]=[C:2]([CH3:32])[C:3]=1[NH:28][C:29](=[O:31])[CH3:30], predict the reactants needed to synthesize it. The reactants are: Cl[C:2]1[CH:7]=[C:6]([CH2:8][NH:9][C:10]([NH2:26])=[N:11][C:12](=[O:25])[CH2:13][C:14]2[C:22]3[C:17](=[CH:18][CH:19]=[C:20]([O:23][CH3:24])[CH:21]=3)[NH:16][CH:15]=2)[CH:5]=[C:4]([Cl:27])[C:3]=1[NH:28][C:29](=[O:31])[CH3:30].[CH3:32]OC1C=C2C(=CC=1)NC=C2CC(O)=O.COC1C=C2C(=CC=1)NC=C2CC(N(C(SC)=N)C(=O)OC(C)(C)C)=O.NC1C(C)=CC(CN)=CC=1Cl. (10) The reactants are: [NH2:1][C:2]1[CH:7]=[CH:6][C:5]([CH3:8])=[CH:4][CH:3]=1.CC[N:11]([CH:15]([CH3:17])[CH3:16])C(C)C.[Li+].[OH-:19].O.Cl.C[CH2:23][N:24]=[C:25]=[N:26][CH2:27][CH2:28][CH2:29][N:30](C)C.Cl.[NH3:34]. Given the product [C:5]1([CH3:8])[CH:6]=[CH:7][C:2]([NH:1][C:27]2[C:28]([C:29]([NH2:30])=[O:19])=[CH:23][N:24]=[C:25]([NH:34][CH2:17][C@@H:15]([NH2:11])[CH3:16])[N:26]=2)=[CH:3][CH:4]=1, predict the reactants needed to synthesize it.